This data is from Catalyst prediction with 721,799 reactions and 888 catalyst types from USPTO. The task is: Predict which catalyst facilitates the given reaction. (1) Reactant: [Br:1][C:2]1[CH:7]=[CH:6][C:5]([N:8]2[C:12](=[O:13])[NH:11][N:10]=[CH:9]2)=[C:4]([F:14])[CH:3]=1.[OH-].[Na+].Br[CH2:18][C:19]([N:21]1[CH2:25][CH2:24][CH2:23][CH2:22]1)=[O:20]. Product: [Br:1][C:2]1[CH:7]=[CH:6][C:5]([N:8]2[C:12](=[O:13])[N:11]([CH2:18][C:19](=[O:20])[N:21]3[CH2:25][CH2:24][CH2:23][CH2:22]3)[N:10]=[CH:9]2)=[C:4]([F:14])[CH:3]=1. The catalyst class is: 9. (2) Reactant: [C:1]([C:3]1[CH:4]=[C:5]([N:9]=[C:10]=[S:11])[CH:6]=[CH:7][CH:8]=1)#[N:2].[C:12]([O:16]C)(=O)[CH2:13][SH:14].C(N(CC)CC)C. Product: [C:1]([C:3]1[CH:4]=[C:5]([N:9]2[C:12](=[O:16])[CH2:13][S:14][C:10]2=[S:11])[CH:6]=[CH:7][CH:8]=1)#[N:2]. The catalyst class is: 4. (3) Reactant: Br[CH2:2][CH2:3][CH2:4][N:5]1[C:9](=[O:10])[C:8]2=[CH:11][CH:12]=[CH:13][CH:14]=[C:7]2[C:6]1=[O:15].[I-:16].[K+]. Product: [I:16][CH2:2][CH2:3][CH2:4][N:5]1[C:9](=[O:10])[C:8]2=[CH:11][CH:12]=[CH:13][CH:14]=[C:7]2[C:6]1=[O:15]. The catalyst class is: 21. (4) Reactant: Cl.[CH3:2][C:3]([CH3:48])([CH3:47])[CH2:4][C:5]1[N:6]=[C:7]([CH2:29][C:30]([C:35]2[CH:40]=[CH:39][C:38]([C:41]3[N:45]([CH3:46])[N:44]=[CH:43][CH:42]=3)=[CH:37][CH:36]=2)([OH:34])[CH:31]([F:33])[F:32])[N:8](C(C2C=CC=CC=2)(C2C=CC=CC=2)C2C=CC=CC=2)[CH:9]=1. Product: [CH3:2][C:3]([CH3:48])([CH3:47])[CH2:4][C:5]1[N:6]=[C:7]([CH2:29][C:30]([C:35]2[CH:40]=[CH:39][C:38]([C:41]3[N:45]([CH3:46])[N:44]=[CH:43][CH:42]=3)=[CH:37][CH:36]=2)([OH:34])[CH:31]([F:32])[F:33])[NH:8][CH:9]=1. The catalyst class is: 5. (5) Reactant: [CH:1](O)=[O:2].C(OC(=O)C)(=O)C.[Cl:11][C:12]1[CH:13]=[CH:14][C:15]([O:26][CH2:27][C:28]2[CH:33]=[CH:32][CH:31]=[CH:30][CH:29]=2)=[C:16]([CH2:18][N:19]2[C:23]([CH3:24])=[CH:22][C:21]([NH2:25])=[N:20]2)[CH:17]=1. Product: [Cl:11][C:12]1[CH:13]=[CH:14][C:15]([O:26][CH2:27][C:28]2[CH:29]=[CH:30][CH:31]=[CH:32][CH:33]=2)=[C:16]([CH2:18][N:19]2[C:23]([CH3:24])=[CH:22][C:21]([NH:25][CH:1]=[O:2])=[N:20]2)[CH:17]=1. The catalyst class is: 28. (6) Reactant: [F:1][C:2]([F:21])([F:20])[O:3][C:4]1[CH:9]=[CH:8][C:7]([C:10]2[CH:18]=[CH:17][CH:16]=[C:15]3[C:11]=2[CH2:12][C:13](=[O:19])[NH:14]3)=[CH:6][CH:5]=1.[N:22]1([CH2:27][CH2:28][NH:29][C:30]([C:32]2[C:36]([CH3:37])=[C:35]([CH:38]=O)[NH:34][C:33]=2[CH3:40])=[O:31])[CH:26]=[CH:25][N:24]=[N:23]1. Product: [N:22]1([CH2:27][CH2:28][NH:29][C:30]([C:32]2[C:36]([CH3:37])=[C:35]([CH:38]=[C:12]3[C:11]4[C:15](=[CH:16][CH:17]=[CH:18][C:10]=4[C:7]4[CH:6]=[CH:5][C:4]([O:3][C:2]([F:1])([F:20])[F:21])=[CH:9][CH:8]=4)[NH:14][C:13]3=[O:19])[NH:34][C:33]=2[CH3:40])=[O:31])[CH:26]=[CH:25][N:24]=[N:23]1. The catalyst class is: 360. (7) Reactant: [Br:1][C:2]1[C:10]2[C:9]3[CH:11]=[CH:12][CH:13]=[CH:14][C:8]=3[O:7][C:6]=2[C:5]([NH2:15])=[C:4]([Br:16])[CH:3]=1.N1C=CC=CC=1.[C:23](Cl)(=[O:25])[CH3:24]. Product: [Br:1][C:2]1[C:10]2[C:9]3[CH:11]=[CH:12][CH:13]=[CH:14][C:8]=3[O:7][C:6]=2[C:5]([NH:15][C:23](=[O:25])[CH3:24])=[C:4]([Br:16])[CH:3]=1. The catalyst class is: 4.